From a dataset of Forward reaction prediction with 1.9M reactions from USPTO patents (1976-2016). Predict the product of the given reaction. Given the reactants [Cl:1][C:2]1[C:11]2[C:6](=[CH:7][CH:8]=[C:9](B(O)O)[CH:10]=2)[CH:5]=[CH:4][N:3]=1.[C:15]([O:19][C:20]([N:22]1[CH2:27][CH:26]=[C:25](OS(C(F)(F)F)(=O)=O)[CH2:24][CH2:23]1)=[O:21])([CH3:18])([CH3:17])[CH3:16].[Cl-].[Li+].C(=O)([O-])[O-].[Na+].[Na+].[OH-].[NH4+], predict the reaction product. The product is: [C:15]([O:19][C:20]([N:22]1[CH2:23][CH:24]=[C:25]([C:9]2[CH:10]=[C:11]3[C:6]([CH:5]=[CH:4][N:3]=[C:2]3[Cl:1])=[CH:7][CH:8]=2)[CH2:26][CH2:27]1)=[O:21])([CH3:18])([CH3:16])[CH3:17].